From a dataset of Full USPTO retrosynthesis dataset with 1.9M reactions from patents (1976-2016). Predict the reactants needed to synthesize the given product. (1) Given the product [CH2:10]([O:7][C:8]1[CH:13]=[CH:12][CH:11]=[CH:10][C:9]=1[C:14](=[O:16])[CH3:15])[CH2:9][CH:8]=[CH2:13], predict the reactants needed to synthesize it. The reactants are: C(=O)([O-])[O-].[K+].[K+].[OH:7][C:8]1[CH:13]=[CH:12][CH:11]=[CH:10][C:9]=1[C:14](=[O:16])[CH3:15]. (2) Given the product [CH2:1]([O:8][C:9]1[CH:10]=[C:11]([CH3:23])[C:12]([CH:16]2[C:20](=[O:26])[CH:19]=[CH:21][CH:17]2[OH:18])=[C:13]([CH3:15])[CH:14]=1)[C:2]1[CH:3]=[CH:4][CH:5]=[CH:6][CH:7]=1, predict the reactants needed to synthesize it. The reactants are: [CH2:1]([O:8][C:9]1[CH:14]=[C:13]([CH3:15])[C:12]([C:16]2[CH:20]=[CH:19][O:18][C:17]=2[CH2:21]O)=[C:11]([CH3:23])[CH:10]=1)[C:2]1[CH:7]=[CH:6][CH:5]=[CH:4][CH:3]=1.CC(C)=[O:26].